Task: Predict which catalyst facilitates the given reaction.. Dataset: Catalyst prediction with 721,799 reactions and 888 catalyst types from USPTO Reactant: [K].[NH:2]1[CH2:6][C:5](=[O:7])[NH:4][C:3]1=[O:8].[Cl:9][C:10]1[CH:17]=[CH:16][C:13]([CH2:14]Br)=[CH:12][CH:11]=1.CN(C)C=O. Product: [Cl:9][C:10]1[CH:17]=[CH:16][C:13]([CH2:14][N:4]2[C:5](=[O:7])[CH2:6][NH:2][C:3]2=[O:8])=[CH:12][CH:11]=1. The catalyst class is: 6.